From a dataset of Forward reaction prediction with 1.9M reactions from USPTO patents (1976-2016). Predict the product of the given reaction. (1) Given the reactants Cl(O)(=O)(=O)=O.COC1C=CC(C[N:13](CC2C=CC(OC)=CC=2)[C:14]2[C:23]3[CH:22]=[N:21][C:20]([NH:24][CH:25]4[CH2:30][CH2:29][CH:28]([OH:31])[CH2:27][CH2:26]4)=[N:19][C:18]=3[N:17]([CH:32]3[CH2:36][CH2:35][CH2:34][CH2:33]3)[C:16](=[O:37])[CH:15]=2)=CC=1, predict the reaction product. The product is: [NH2:13][C:14]1[C:23]2[CH:22]=[N:21][C:20]([NH:24][C@H:25]3[CH2:26][CH2:27][C@H:28]([OH:31])[CH2:29][CH2:30]3)=[N:19][C:18]=2[N:17]([CH:32]2[CH2:36][CH2:35][CH2:34][CH2:33]2)[C:16](=[O:37])[CH:15]=1. (2) Given the reactants Br[C:2]1[CH:7]=[CH:6][CH:5]=[CH:4][C:3]=1[O:8][CH3:9].[O:10]1[C:14]2([CH2:19][CH2:18][C:17](=[O:20])[CH2:16][CH2:15]2)[O:13][CH2:12][CH2:11]1, predict the reaction product. The product is: [CH3:9][O:8][C:3]1[CH:4]=[CH:5][CH:6]=[CH:7][C:2]=1[C:17]1([OH:20])[CH2:18][CH2:19][C:14]2([O:13][CH2:12][CH2:11][O:10]2)[CH2:15][CH2:16]1. (3) Given the reactants Cl.[NH:2]1[CH2:7][CH2:6][CH:5]([NH:8][C:9]([C:11]2[C:15]3[N:16]=[CH:17][N:18]=[C:19]([C:20]4[CH:25]=[CH:24][C:23]([F:26])=[CH:22][C:21]=4[O:27][CH2:28][CH:29]4[CH2:31][CH2:30]4)[C:14]=3[NH:13][CH:12]=2)=[O:10])[CH2:4][CH2:3]1.[C:32](Cl)(=[O:35])[CH2:33][CH3:34], predict the reaction product. The product is: [C:32]([N:2]1[CH2:3][CH2:4][CH:5]([NH:8][C:9]([C:11]2[C:15]3[N:16]=[CH:17][N:18]=[C:19]([C:20]4[CH:25]=[CH:24][C:23]([F:26])=[CH:22][C:21]=4[O:27][CH2:28][CH:29]4[CH2:30][CH2:31]4)[C:14]=3[NH:13][CH:12]=2)=[O:10])[CH2:6][CH2:7]1)(=[O:35])[CH2:33][CH3:34]. (4) Given the reactants [CH2:1]1[CH:5]2[CH2:6][NH:7][CH2:8][CH:4]2[CH2:3][N:2]1[C:9]1[N:14]=[CH:13][C:12]([C:15]([O:17][CH2:18][CH3:19])=[O:16])=[CH:11][N:10]=1.[CH:20]1[C:29]2[C:24](=[CH:25][CH:26]=[CH:27][CH:28]=2)[CH:23]=[CH:22][C:21]=1[CH:30]=O.C(O[BH-](OC(=O)C)OC(=O)C)(=O)C.[Na+].C([O-])(O)=O.[Na+], predict the reaction product. The product is: [CH:20]1[C:29]2[C:24](=[CH:25][CH:26]=[CH:27][CH:28]=2)[CH:23]=[CH:22][C:21]=1[CH2:30][N:7]1[CH2:6][CH:5]2[CH2:1][N:2]([C:9]3[N:14]=[CH:13][C:12]([C:15]([O:17][CH2:18][CH3:19])=[O:16])=[CH:11][N:10]=3)[CH2:3][CH:4]2[CH2:8]1. (5) Given the reactants [Br:1][C:2]1[CH:3]=[C:4]2[C:8](=[CH:9][C:10]=1[CH:11]=[O:12])[CH2:7][N:6]([C:13]([O:15][C:16]([CH3:19])([CH3:18])[CH3:17])=[O:14])[CH2:5]2.[C-]#N.[Na+].[C:23](O)(=[O:25])C, predict the reaction product. The product is: [Br:1][C:2]1[CH:3]=[C:4]2[C:8]([CH2:7][N:6]([C:13]([O:15][C:16]([CH3:19])([CH3:18])[CH3:17])=[O:14])[CH2:5]2)=[CH:9][C:10]=1[C:11]([O:25][CH3:23])=[O:12]. (6) Given the reactants FC(F)(F)S(O[C:7]1[C:8]([CH3:36])([CH3:35])[C@H:9]2[C@:22]([CH3:25])([CH2:23][CH:24]=1)[C@@H:21]1[C@:12]([CH3:34])([C@@:13]3([CH3:33])[C@H:18]([CH2:19][CH2:20]1)[C@H:17]1[C@H:26]([C:29]([CH3:31])=[CH2:30])[CH2:27][CH2:28][C@:16]1([NH2:32])[CH2:15][CH2:14]3)[CH2:11][CH2:10]2)(=O)=O.CC1(C)C(C)(C)OB([C:47]2[CH2:65][C:49]3([CH2:52][C:51]([C:59]([O:61][CH:62]([CH3:64])[CH3:63])=[O:60])([C:53]([O:55][CH:56]([CH3:58])[CH3:57])=[O:54])[CH2:50]3)[CH:48]=2)O1.O.C(=O)([O-])[O-].[Na+].[Na+], predict the reaction product. The product is: [NH2:32][C@:16]12[CH2:28][CH2:27][C@@H:26]([C:29]([CH3:31])=[CH2:30])[C@@H:17]1[C@@H:18]1[C@@:13]([CH3:33])([CH2:14][CH2:15]2)[C@@:12]2([CH3:34])[C@@H:21]([C@:22]3([CH3:25])[C@@H:9]([CH2:10][CH2:11]2)[C:8]([CH3:36])([CH3:35])[C:7]([C:47]2[CH2:65][C:49]4([CH2:52][C:51]([C:59]([O:61][CH:62]([CH3:64])[CH3:63])=[O:60])([C:53]([O:55][CH:56]([CH3:57])[CH3:58])=[O:54])[CH2:50]4)[CH:48]=2)=[CH:24][CH2:23]3)[CH2:20][CH2:19]1. (7) Given the reactants C(C1C=NC=CC=1OC1C=CC(N)=CC=1F)C.FC1C=CC(CC(N=C=O)=O)=CC=1.COC1C=C[C:36]([CH2:37][NH:38][C:39]2N=CN=[C:41]([O:45][C:46]3[CH:51]=[CH:50][C:49]([NH:52][C:53]([NH:55][C:56](=[O:65])[CH2:57][C:58]4[CH:63]=[CH:62][C:61]([F:64])=[CH:60][CH:59]=4)=[O:54])=[CH:48][C:47]=3[F:66])[CH:40]=2)=[CH:35][CH:34]=1.[ClH:69].CCOCC, predict the reaction product. The product is: [ClH:69].[CH2:35]([C:36]1[CH:37]=[N:38][CH:39]=[CH:40][C:41]=1[O:45][C:46]1[CH:51]=[CH:50][C:49]([NH:52][C:53]([NH:55][C:56](=[O:65])[CH2:57][C:58]2[CH:63]=[CH:62][C:61]([F:64])=[CH:60][CH:59]=2)=[O:54])=[CH:48][C:47]=1[F:66])[CH3:34].